Dataset: Catalyst prediction with 721,799 reactions and 888 catalyst types from USPTO. Task: Predict which catalyst facilitates the given reaction. Reactant: [F:1][C:2]([F:16])([CH2:12][CH2:13][CH2:14][CH3:15])[C:3](=[O:11])[CH2:4]P(=O)(OC)OC.[H-].[Li+].[O:19]=[C:20]1[O:24][C@H:23]2[CH2:25][C@@H:26]([O:30][C:31]([C:33]3[CH:38]=[CH:37][CH:36]=[CH:35][CH:34]=3)=[O:32])[C@H:27]([CH:28]=O)[C@H:22]2[CH2:21]1.O. Product: [F:16][C:2]([F:1])([CH2:12][CH2:13][CH2:14][CH3:15])[C:3](=[O:11])/[CH:4]=[CH:28]/[C@@H:27]1[C@@H:22]2[C@@H:23]([O:24][C:20](=[O:19])[CH2:21]2)[CH2:25][C@H:26]1[O:30][C:31]([C:33]1[CH:38]=[CH:37][CH:36]=[CH:35][CH:34]=1)=[O:32]. The catalyst class is: 310.